This data is from Forward reaction prediction with 1.9M reactions from USPTO patents (1976-2016). The task is: Predict the product of the given reaction. (1) Given the reactants Br[C:2]1[S:3][CH:4]=[CH:5][N:6]=1.[OH:7][C:8]1[CH:9]=[C:10]([CH:13]=[CH:14][CH:15]=1)[CH:11]=[O:12].C(=O)([O-])[O-].[K+].[K+].O, predict the reaction product. The product is: [S:3]1[CH:4]=[CH:5][N:6]=[C:2]1[O:7][C:8]1[CH:9]=[C:10]([CH:13]=[CH:14][CH:15]=1)[CH:11]=[O:12]. (2) Given the reactants N12CCCN=C1CCCCC2.Cl.[NH2:13][CH2:14][C:15]1[CH:23]=[CH:22][CH:21]=[C:20]2[C:16]=1[CH2:17][N:18]([CH:25]1[CH2:30][CH2:29][C:28](=[O:31])[NH:27][C:26]1=[O:32])[C:19]2=[O:24].[C:33](Cl)(=[O:40])[C:34]1[CH:39]=[CH:38][CH:37]=[CH:36][CH:35]=1, predict the reaction product. The product is: [O:32]=[C:26]1[CH:25]([N:18]2[CH2:17][C:16]3[C:20](=[CH:21][CH:22]=[CH:23][C:15]=3[CH2:14][NH:13][C:33](=[O:40])[C:34]3[CH:39]=[CH:38][CH:37]=[CH:36][CH:35]=3)[C:19]2=[O:24])[CH2:30][CH2:29][C:28](=[O:31])[NH:27]1. (3) Given the reactants [CH3:1][C:2]1[CH:6]=[C:5]([CH3:7])[NH:4][C:3]=1/[CH:8]=[C:9]1\[C:10](=[O:20])[N:11]([CH2:18][OH:19])[C:12]2[C:17]\1=[CH:16][CH:15]=[CH:14][CH:13]=2.[P:21](Cl)(=[O:38])([O:30][CH2:31]C1C=CC=CC=1)[O:22][CH2:23][C:24]1[CH:29]=[CH:28][CH:27]=[CH:26][CH:25]=1, predict the reaction product. The product is: [P:21]([O:30][CH3:31])([O:19][CH2:18][N:11]1[C:12]2[C:17](=[CH:16][CH:15]=[CH:14][CH:13]=2)/[C:9](=[CH:8]/[C:3]2[NH:4][C:5]([CH3:7])=[CH:6][C:2]=2[CH3:1])/[C:10]1=[O:20])([O:22][CH2:23][C:24]1[CH:29]=[CH:28][CH:27]=[CH:26][CH:25]=1)=[O:38]. (4) Given the reactants [CH:1]([C:4]1[O:8][N:7]=[C:6]([CH:9]2[CH2:14][CH2:13][N:12](C(OC(C)(C)C)=O)[CH2:11][CH2:10]2)[N:5]=1)([CH3:3])[CH3:2].[ClH:22], predict the reaction product. The product is: [ClH:22].[CH:1]([C:4]1[O:8][N:7]=[C:6]([CH:9]2[CH2:14][CH2:13][NH:12][CH2:11][CH2:10]2)[N:5]=1)([CH3:3])[CH3:2].